From a dataset of Catalyst prediction with 721,799 reactions and 888 catalyst types from USPTO. Predict which catalyst facilitates the given reaction. Reactant: [C:1]([N:8]1[CH2:16][CH2:15][CH:11]([C:12](O)=[O:13])[CH2:10][CH2:9]1)([O:3][C:4]([CH3:7])([CH3:6])[CH3:5])=[O:2].[C:17](N1C=CN=C1)([N:19]1C=CN=[CH:20]1)=O.Cl.CNC.C(N(CC)CC)C. Product: [C:4]([O:3][C:1]([N:8]1[CH2:16][CH2:15][CH:11]([C:12](=[O:13])[N:19]([CH3:20])[CH3:17])[CH2:10][CH2:9]1)=[O:2])([CH3:7])([CH3:6])[CH3:5]. The catalyst class is: 42.